Dataset: TCR-epitope binding with 47,182 pairs between 192 epitopes and 23,139 TCRs. Task: Binary Classification. Given a T-cell receptor sequence (or CDR3 region) and an epitope sequence, predict whether binding occurs between them. (1) The epitope is ELAGIGILTV. The TCR CDR3 sequence is CASSPGLAGSLRTDTQYF. Result: 0 (the TCR does not bind to the epitope). (2) The epitope is TLVPQEHYV. The TCR CDR3 sequence is CASSDRGDTQYF. Result: 0 (the TCR does not bind to the epitope). (3) The epitope is FIAGLIAIV. The TCR CDR3 sequence is CASSQEAGTSGNNEQFF. Result: 1 (the TCR binds to the epitope). (4) The epitope is SEPVLKGVKL. The TCR CDR3 sequence is CASSWDTQNTEAFF. Result: 1 (the TCR binds to the epitope). (5) The epitope is GILGFVFTL. The TCR CDR3 sequence is CASTPSWETEAFF. Result: 0 (the TCR does not bind to the epitope). (6) The epitope is YLNTLTLAV. The TCR CDR3 sequence is CASSQVPGLRNEQFF. Result: 1 (the TCR binds to the epitope). (7) The epitope is VTIAEILLI. The TCR CDR3 sequence is CASSLPGLASEQFF. Result: 0 (the TCR does not bind to the epitope). (8) The epitope is QVPLRPMTYK. The TCR CDR3 sequence is CASSLAGTATYEQYF. Result: 0 (the TCR does not bind to the epitope). (9) The epitope is LPAADLDDF. The TCR CDR3 sequence is CASSPGLPLAGANVLTF. Result: 0 (the TCR does not bind to the epitope). (10) The epitope is NYSGVVTTVMF. The TCR CDR3 sequence is CASSPFGPSNQPQHF. Result: 0 (the TCR does not bind to the epitope).